Dataset: Full USPTO retrosynthesis dataset with 1.9M reactions from patents (1976-2016). Task: Predict the reactants needed to synthesize the given product. The reactants are: [Cl:1][C:2]1[CH:12]=[CH:11][C:5]([CH2:6][B-](F)(F)F)=[CH:4][CH:3]=1.[K+].[CH3:14][O:15][C:16](=[O:42])[C:17]1[CH:22]=[C:21]([C:23](=[O:31])[C:24]2[CH:29]=[CH:28][C:27](Br)=[CH:26][N:25]=2)[CH:20]=[CH:19][C:18]=1[C:32](=[O:41])[C:33]1[CH:38]=[CH:37][CH:36]=[C:35]([O:39][CH3:40])[CH:34]=1.C([O-])([O-])=O.[Cs+].[Cs+].O. Given the product [CH3:14][O:15][C:16](=[O:42])[C:17]1[CH:22]=[C:21]([C:23](=[O:31])[C:24]2[CH:29]=[CH:28][C:27]([CH2:6][C:5]3[CH:11]=[CH:12][C:2]([Cl:1])=[CH:3][CH:4]=3)=[CH:26][N:25]=2)[CH:20]=[CH:19][C:18]=1[C:32](=[O:41])[C:33]1[CH:38]=[CH:37][CH:36]=[C:35]([O:39][CH3:40])[CH:34]=1, predict the reactants needed to synthesize it.